Dataset: Reaction yield outcomes from USPTO patents with 853,638 reactions. Task: Predict the reaction yield, written as a fraction of the theoretical maximum amount of product (1.0 means a 100% yield; for example, 0.34 means a 34% yield). (1) The reactants are Br[C:2]1[CH:3]=[C:4]([C:8]2[CH:13]=[CH:12][CH:11]=[CH:10][CH:9]=2)[CH:5]=[CH:6][CH:7]=1.C([Li])(C)(C)C.[S:19](Cl)([Cl:22])(=[O:21])=[O:20]. The catalyst is CCOCC.C(OCC)(=O)C. The product is [C:4]1([C:8]2[CH:13]=[CH:12][CH:11]=[CH:10][CH:9]=2)[CH:5]=[CH:6][CH:7]=[C:2]([S:19]([Cl:22])(=[O:21])=[O:20])[CH:3]=1. The yield is 0.490. (2) The reactants are [NH2:1][CH:2]1[CH2:6][N:5]([CH2:7][C:8]2[CH:13]=[CH:12][CH:11]=[CH:10][CH:9]=2)[CH:4]([C:14]([N:16]2[CH2:21][CH2:20][N:19]([C:22]3[CH:29]=[CH:28][CH:27]=[CH:26][C:23]=3[C:24]#[N:25])[CH2:18][CH2:17]2)=[O:15])[CH2:3]1.[CH3:30][O:31][C:32]1[CH:33]=[C:34]([CH:38]=[C:39]([O:43][CH3:44])[C:40]=1[O:41][CH3:42])[C:35](Cl)=[O:36]. No catalyst specified. The product is [CH2:7]([N:5]1[C@H:4]([C:14]([N:16]2[CH2:17][CH2:18][N:19]([C:22]3[CH:29]=[CH:28][CH:27]=[CH:26][C:23]=3[C:24]#[N:25])[CH2:20][CH2:21]2)=[O:15])[CH2:3][C@H:2]([NH:1][C:35](=[O:36])[C:34]2[CH:33]=[C:32]([O:31][CH3:30])[C:40]([O:41][CH3:42])=[C:39]([O:43][CH3:44])[CH:38]=2)[CH2:6]1)[C:8]1[CH:13]=[CH:12][CH:11]=[CH:10][CH:9]=1. The yield is 0.179. (3) The reactants are [CH3:1][O-].[Na+].[F:4][CH2:5][CH2:6][O:7][CH2:8][CH2:9][O:10][CH2:11][CH2:12][O:13][C:14]1[CH:19]=[CH:18][C:17](/[CH:20]=[CH:21]/[C:22]2[CH:27]=[CH:26][C:25]([NH2:28])=[CH:24][CH:23]=2)=[CH:16][N:15]=1.C=O.[BH4-].[Na+]. The catalyst is CO.O.ClCCl. The product is [F:4][CH2:5][CH2:6][O:7][CH2:8][CH2:9][O:10][CH2:11][CH2:12][O:13][C:14]1[CH:19]=[CH:18][C:17](/[CH:20]=[CH:21]/[C:22]2[CH:27]=[CH:26][C:25]([NH:28][CH3:1])=[CH:24][CH:23]=2)=[CH:16][N:15]=1. The yield is 0.730. (4) The reactants are [NH2:1][C:2]1[C:3](Cl)=[N:4][CH:5]=[N:6][C:7]=1[Cl:8].[S-2:10].[Na+].[Na+].Cl. The catalyst is CS(C)=O.O. The product is [NH2:1][C:2]1[C:3]([SH:10])=[N:4][CH:5]=[N:6][C:7]=1[Cl:8]. The yield is 0.831. (5) The catalyst is O1CCOCC1. The product is [Br:11][C:7]1[CH:6]=[C:5]([C:3](=[O:4])[CH2:2][N:15]2[CH:16]=[CH:17][N:18]=[C:14]2[CH2:12][CH3:13])[CH:10]=[CH:9][CH:8]=1. The reactants are Br[CH2:2][C:3]([C:5]1[CH:10]=[CH:9][CH:8]=[C:7]([Br:11])[CH:6]=1)=[O:4].[CH2:12]([C:14]1[NH:15][CH:16]=[CH:17][N:18]=1)[CH3:13]. The yield is 0.510.